This data is from Reaction yield outcomes from USPTO patents with 853,638 reactions. The task is: Predict the reaction yield, written as a fraction of the theoretical maximum amount of product (1.0 means a 100% yield; for example, 0.34 means a 34% yield). (1) The reactants are [C:1]([C:5]1[CH:10]=[CH:9][CH:8]=[CH:7][C:6]=1[N:11]1[CH2:16][CH2:15][N:14]([C:17](=[O:38])[CH2:18][CH:19]2[CH2:24][C:23](=[O:25])[N:22]([CH2:26][C:27]([O:29]CC3C=CC=CC=3)=[O:28])[C:21](=[O:37])[CH2:20]2)[CH2:13][CH2:12]1)([CH3:4])([CH3:3])[CH3:2]. The catalyst is C(OCC)(=O)C.[OH-].[Pd+2].[OH-]. The product is [C:1]([C:5]1[CH:10]=[CH:9][CH:8]=[CH:7][C:6]=1[N:11]1[CH2:16][CH2:15][N:14]([C:17](=[O:38])[CH2:18][CH:19]2[CH2:24][C:23](=[O:25])[N:22]([CH2:26][C:27]([OH:29])=[O:28])[C:21](=[O:37])[CH2:20]2)[CH2:13][CH2:12]1)([CH3:4])([CH3:2])[CH3:3]. The yield is 0.910. (2) The reactants are [C:1]([O:5][C@@H:6]([C:12]1[C:13]([CH3:44])=[N:14][C:15]([CH3:43])=[C:16]([C:26]2[CH:31]=[CH:30][C:29]([O:32][CH2:33][CH2:34][C:35]3[CH:40]=[CH:39][C:38]([F:41])=[C:37]([CH3:42])[CH:36]=3)=[CH:28][CH:27]=2)[C:17]=1[N:18]1[CH2:23][CH2:22][C:21]([CH3:25])([CH3:24])[CH2:20][CH2:19]1)[C:7]([O:9]CC)=[O:8])([CH3:4])([CH3:3])[CH3:2].[Li+].[OH-]. The catalyst is CCO.O. The product is [C:1]([O:5][C@@H:6]([C:12]1[C:13]([CH3:44])=[N:14][C:15]([CH3:43])=[C:16]([C:26]2[CH:27]=[CH:28][C:29]([O:32][CH2:33][CH2:34][C:35]3[CH:40]=[CH:39][C:38]([F:41])=[C:37]([CH3:42])[CH:36]=3)=[CH:30][CH:31]=2)[C:17]=1[N:18]1[CH2:23][CH2:22][C:21]([CH3:25])([CH3:24])[CH2:20][CH2:19]1)[C:7]([OH:9])=[O:8])([CH3:4])([CH3:3])[CH3:2]. The yield is 0.890. (3) The reactants are [Mg].[Li+].[Cl-].CC(C[AlH]CC(C)C)C.Br[C:14]1[CH:15]=[C:16]([CH3:24])[C:17]([O:22][CH3:23])=[C:18]([CH:21]=1)[C:19]#[N:20].[Br:25][C:26]1[CH:27]=[C:28]([C:32]([C:40]2[CH:45]=[CH:44][CH:43]=[C:42]([F:46])[C:41]=2[C:47]#[N:48])=[N:33]S(C(C)(C)C)=O)[CH:29]=[CH:30][CH:31]=1.Cl. The catalyst is C1COCC1.CO. The product is [NH2:48][C:47]1[C:41]2[C:40](=[CH:45][CH:44]=[CH:43][C:42]=2[F:46])[C:32]([C:14]2[CH:15]=[C:16]([CH3:24])[C:17]([O:22][CH3:23])=[C:18]([CH:21]=2)[C:19]#[N:20])([C:28]2[CH:29]=[CH:30][CH:31]=[C:26]([Br:25])[CH:27]=2)[N:33]=1. The yield is 0.320. (4) The reactants are [CH2:1]([OH:8])[C:2]1[CH:7]=[CH:6][CH:5]=[CH:4][CH:3]=1. The catalyst is C1(C)C=CC=CC=1. The product is [C:1]([O:8][CH2:1][C:2]1[CH:7]=[CH:6][CH:5]=[CH:4][CH:3]=1)(=[O:8])[C:2]1[CH:7]=[CH:6][CH:5]=[CH:4][CH:3]=1. The yield is 0.700. (5) The reactants are [CH3:1][N:2]1[C:6]([CH2:7][CH2:8][S:9]([CH2:11][C:12]2[CH:36]=[CH:35][C:15]([O:16][CH2:17][C:18]3[N:19]=[C:20](/[CH:23]=[CH:24]/[C:25]4[CH:30]=[CH:29][C:28]([C:31]([F:34])([F:33])[F:32])=[CH:27][CH:26]=4)[O:21][CH:22]=3)=[CH:14][CH:13]=2)=[O:10])=[CH:5][CH:4]=[N:3]1.ClC1C=C(C(OO)=[O:45])C=CC=1. The catalyst is ClCCl. The product is [CH3:1][N:2]1[C:6]([CH2:7][CH2:8][S:9]([CH2:11][C:12]2[CH:36]=[CH:35][C:15]([O:16][CH2:17][C:18]3[N:19]=[C:20]([CH:23]=[CH:24][C:25]4[CH:26]=[CH:27][C:28]([C:31]([F:34])([F:32])[F:33])=[CH:29][CH:30]=4)[O:21][CH:22]=3)=[CH:14][CH:13]=2)(=[O:45])=[O:10])=[CH:5][CH:4]=[N:3]1. The yield is 0.910. (6) The reactants are [F:1][C:2]1[CH:3]=[C:4]([N:9]2[C:14](=[O:15])[C:13]([CH2:16][C:17]3[CH:22]=[CH:21][C:20]([C:23]4[C:24]([C:29]#[N:30])=[CH:25][CH:26]=[CH:27][CH:28]=4)=[CH:19][CH:18]=3)=[C:12]([CH2:31][CH2:32][CH3:33])[N:11]=[C:10]2[CH3:34])[CH:5]=[CH:6][C:7]=1[OH:8].Br[CH:36]1[CH2:39][CH2:38][CH2:37]1.C(=O)([O-])[O-].[Cs+].[Cs+].C(OCC)(=O)C. The catalyst is CN(C)C=O.O. The product is [CH:36]1([O:8][C:7]2[CH:6]=[CH:5][C:4]([N:9]3[C:14](=[O:15])[C:13]([CH2:16][C:17]4[CH:22]=[CH:21][C:20]([C:23]5[C:24]([C:29]#[N:30])=[CH:25][CH:26]=[CH:27][CH:28]=5)=[CH:19][CH:18]=4)=[C:12]([CH2:31][CH2:32][CH3:33])[N:11]=[C:10]3[CH3:34])=[CH:3][C:2]=2[F:1])[CH2:39][CH2:38][CH2:37]1. The yield is 0.860.